Dataset: Full USPTO retrosynthesis dataset with 1.9M reactions from patents (1976-2016). Task: Predict the reactants needed to synthesize the given product. Given the product [NH2:24][C:22]1[CH:21]=[CH:20][C:3]([O:4][C:5]2[CH:10]=[CH:9][N:8]=[C:7]3[CH:11]=[C:12]([C:14]([NH:16][N:17]([CH3:19])[CH3:18])=[O:15])[S:13][C:6]=23)=[C:2]([F:1])[CH:23]=1, predict the reactants needed to synthesize it. The reactants are: [F:1][C:2]1[CH:23]=[C:22]([N+:24]([O-])=O)[CH:21]=[CH:20][C:3]=1[O:4][C:5]1[CH:10]=[CH:9][N:8]=[C:7]2[CH:11]=[C:12]([C:14]([NH:16][N:17]([CH3:19])[CH3:18])=[O:15])[S:13][C:6]=12.[NH4+].[Cl-].O.